This data is from Reaction yield outcomes from USPTO patents with 853,638 reactions. The task is: Predict the reaction yield, written as a fraction of the theoretical maximum amount of product (1.0 means a 100% yield; for example, 0.34 means a 34% yield). (1) The reactants are [CH3:1][N:2]([CH3:15])[CH2:3][CH2:4][N:5]1[C:13]2[C:8](=[CH:9][C:10]([NH2:14])=[CH:11][CH:12]=2)[CH:7]=[CH:6]1.I.[S:17]1[CH:21]=[CH:20][CH:19]=[C:18]1[C:22](SC)=[NH:23].ClCCl. The catalyst is C(O)C.C(=O)(O)[O-].[Na+]. The product is [CH3:1][N:2]([CH3:15])[CH2:3][CH2:4][N:5]1[C:13]2[C:8](=[CH:9][C:10]([NH:14][C:22]([C:18]3[S:17][CH:21]=[CH:20][CH:19]=3)=[NH:23])=[CH:11][CH:12]=2)[CH:7]=[CH:6]1. The yield is 0.220. (2) The reactants are [F:1][C:2]1[CH:7]=[C:6]([O:8][CH2:9][C:10]2[S:11][C:12]([CH2:17][OH:18])=[C:13]([O:15][CH3:16])[CH:14]=2)[CH:5]=[CH:4][C:3]=1[CH2:19][CH2:20][C:21]([O:23][CH2:24][CH3:25])=[O:22].CC(OI1(OC(C)=O)(OC(C)=O)OC(=O)C2C=CC=CC1=2)=O. The catalyst is ClCCl.O. The product is [F:1][C:2]1[CH:7]=[C:6]([O:8][CH2:9][C:10]2[S:11][C:12]([CH:17]=[O:18])=[C:13]([O:15][CH3:16])[CH:14]=2)[CH:5]=[CH:4][C:3]=1[CH2:19][CH2:20][C:21]([O:23][CH2:24][CH3:25])=[O:22]. The yield is 0.500. (3) The reactants are [F:1][C:2]([F:18])([F:17])/[C:3](/[C:9]1[CH:14]=[CH:13][CH:12]=[C:11]([O:15][CH3:16])[CH:10]=1)=[CH:4]\[C:5]([O:7][CH3:8])=[O:6]. The catalyst is CCOC(C)=O.CO. The product is [F:1][C:2]([F:17])([F:18])[CH:3]([C:9]1[CH:14]=[CH:13][CH:12]=[C:11]([O:15][CH3:16])[CH:10]=1)[CH2:4][C:5]([O:7][CH3:8])=[O:6]. The yield is 0.990. (4) The reactants are [CH3:1][C:2]1[CH:14]=[CH:13][C:5]([C:6]([CH:8]=[CH:9][C:10]([OH:12])=[O:11])=[O:7])=[CH:4][CH:3]=1.[CH2:15]=[CH:16][C:17](=[CH2:19])[CH3:18].C(O)(=O)C=C. The yield is 0.860. The product is [CH3:18][C:17]1[CH2:19][CH:9]([C:10]([OH:12])=[O:11])[CH:8]([C:6](=[O:7])[C:5]2[CH:4]=[CH:3][C:2]([CH3:1])=[CH:14][CH:13]=2)[CH2:15][CH:16]=1. The catalyst is Cl[Ti](Cl)(Cl)Cl. (5) The reactants are O=[C:2]1[CH2:7][CH2:6][CH2:5][CH2:4][CH:3]1[C:8]([O:10]CC)=O.[NH:13]([C:15]1[CH:20]=[CH:19][CH:18]=[CH:17][N:16]=1)[NH2:14]. The catalyst is C(O)(=O)C. The product is [N:16]1[CH:17]=[CH:18][CH:19]=[CH:20][C:15]=1[N:13]1[C:8]([OH:10])=[C:3]2[C:2]([CH2:7][CH2:6][CH2:5][CH2:4]2)=[N:14]1. The yield is 0.840. (6) The yield is 0.970. The reactants are [NH2:1][CH2:2][CH2:3][N:4]([CH2:15][CH3:16])[CH2:5][CH2:6][NH:7][C:8]1[CH:13]=[CH:12][CH:11]=[C:10]([F:14])[N:9]=1.C(N(CCN[C:33]([C:35]1[CH:44]=[N:43][C:42]2[C:37](=[CH:38][CH:39]=[C:40]([I:45])[CH:41]=2)[N:36]=1)=[O:34])CCOC1C(F)=NC=CC=1)C. The product is [CH2:15]([N:4]([CH2:3][CH2:2][NH:1][C:33]([C:35]1[CH:44]=[N:43][C:42]2[C:37](=[CH:38][CH:39]=[C:40]([I:45])[CH:41]=2)[N:36]=1)=[O:34])[CH2:5][CH2:6][NH:7][C:8]1[CH:13]=[CH:12][CH:11]=[C:10]([F:14])[N:9]=1)[CH3:16]. No catalyst specified. (7) The reactants are C[C:2]1[C:11]2[C:6](=[C:7]([C:13]#[C:14]CO)[CH:8]=[CH:9][C:10]=2[F:12])[N:5]=[C:4](C)[C:3]=1[CH3:18].[OH-].[Na+].C1(C)C=CC=CC=1. The catalyst is C(OCC)C. The product is [F:12][C:10]1[CH:9]=[CH:8][C:7]([C:13]#[CH:14])=[C:6]2[C:11]=1[CH:2]=[C:3]([CH3:18])[CH:4]=[N:5]2. The yield is 0.507. (8) The reactants are [NH2:1][C:2]1[CH:10]=[C:9]([O:11][CH3:12])[CH:8]=[C:7]([O:13][CH3:14])[C:3]=1[C:4]([NH2:6])=[O:5].C([Si](C)(C)[O:20][CH2:21][CH2:22][O:23][C:24]1[CH:31]=[CH:30][C:27]([CH:28]=O)=[CH:26][C:25]=1[Cl:32])(C)(C)C.O.C1(C)C=CC(S(O)(=O)=O)=CC=1.S([O-])(O)=O.[Na+]. The catalyst is O.CC(N(C)C)=O. The product is [Cl:32][C:25]1[CH:26]=[C:27]([C:28]2[NH:6][C:4](=[O:5])[C:3]3[C:2](=[CH:10][C:9]([O:11][CH3:12])=[CH:8][C:7]=3[O:13][CH3:14])[N:1]=2)[CH:30]=[CH:31][C:24]=1[O:23][CH2:22][CH2:21][OH:20]. The yield is 0.230.